Dataset: Full USPTO retrosynthesis dataset with 1.9M reactions from patents (1976-2016). Task: Predict the reactants needed to synthesize the given product. (1) Given the product [OH:18][C:14]1[CH:13]=[C:12]2[C:17](=[CH:16][CH:15]=1)[CH:8]([C:5]1[CH:4]=[CH:3][C:2](/[CH:34]=[CH:33]/[C:32]([NH2:36])=[O:35])=[CH:7][CH:6]=1)[N:9]([C:19]1[CH:20]=[CH:21][CH:22]=[CH:23][CH:24]=1)[CH2:10][CH2:11]2, predict the reactants needed to synthesize it. The reactants are: I[C:2]1[CH:7]=[CH:6][C:5]([CH:8]2[C:17]3[C:12](=[CH:13][C:14]([OH:18])=[CH:15][CH:16]=3)[CH2:11][CH2:10][N:9]2[C:19]2[CH:24]=[CH:23][CH:22]=[CH:21][CH:20]=2)=[CH:4][CH:3]=1.C(N(CC)CC)C.[C:32]([NH2:36])(=[O:35])[CH:33]=[CH2:34]. (2) The reactants are: Br[C:2]1[CH:7]=[CH:6][C:5]([C@H:8]2[CH2:10][C@@H:9]2[CH2:11][N:12]2[CH2:16][CH2:15][CH2:14][C@H:13]2[CH3:17])=[CH:4][CH:3]=1.Br[C:19]1[CH:24]=[CH:23][C:22]([C@H:25]2C[C@@H]2CN2CCC[C@@H]2C)=[CH:21][CH:20]=1.[NH3:35]. Given the product [CH3:17][C@@H:13]1[CH2:14][CH2:15][CH2:16][N:12]1[CH2:11][C@H:9]1[CH2:10][C@@H:8]1[C:5]1[CH:6]=[CH:7][C:2]([C:19]2[CH:20]=[CH:21][C:22]([C:25]#[N:35])=[CH:23][CH:24]=2)=[CH:3][CH:4]=1, predict the reactants needed to synthesize it. (3) Given the product [Cl:11][C:12]1[CH:20]=[C:19]2[C:15]([C:16]([OH:22])([C:5]3[CH:6]=[CH:7][CH:8]=[C:3]([O:2][CH3:1])[CH:4]=3)[C:17](=[O:21])[NH:18]2)=[CH:14][CH:13]=1, predict the reactants needed to synthesize it. The reactants are: [CH3:1][O:2][C:3]1[CH:4]=[C:5]([Mg]Br)[CH:6]=[CH:7][CH:8]=1.[Cl:11][C:12]1[CH:20]=[C:19]2[C:15]([C:16](=[O:22])[C:17](=[O:21])[NH:18]2)=[CH:14][CH:13]=1.